Dataset: Full USPTO retrosynthesis dataset with 1.9M reactions from patents (1976-2016). Task: Predict the reactants needed to synthesize the given product. (1) Given the product [Cl:31][C:28]1[CH:29]=[CH:30][C:25]([CH2:24][NH:23][C:21]([C:17]2[C:16](=[O:32])[C:15]3[C:20]4[N:19]([CH:18]=2)[CH2:2][C:3](=[O:4])[NH:10][C:11]=4[CH:12]=[C:13]([CH2:33][N:34]2[CH2:35][CH2:36][O:37][CH2:38][CH2:39]2)[CH:14]=3)=[O:22])=[CH:26][CH:27]=1, predict the reactants needed to synthesize it. The reactants are: Br[CH2:2][C:3](OC(=O)CBr)=[O:4].[NH2:10][C:11]1[CH:12]=[C:13]([CH2:33][N:34]2[CH2:39][CH2:38][O:37][CH2:36][CH2:35]2)[CH:14]=[C:15]2[C:20]=1[N:19]=[CH:18][C:17]([C:21]([NH:23][CH2:24][C:25]1[CH:30]=[CH:29][C:28]([Cl:31])=[CH:27][CH:26]=1)=[O:22])=[C:16]2[OH:32].C(N(CC)CC)C.CO. (2) Given the product [Si:1]([O:8][C@@H:9]1[CH:14]=[C:13]([C:15]2[CH:20]=[CH:19][N:18]=[CH:17][C:16]=2[N+:21]([O-:23])=[O:22])[CH2:12][C@H:11]([CH3:24])[C@:10]1([OH:25])[CH:26]=[O:27])([C:4]([CH3:5])([CH3:7])[CH3:6])([CH3:3])[CH3:2], predict the reactants needed to synthesize it. The reactants are: [Si:1]([O:8][C@@H:9]1[CH:14]=[C:13]([C:15]2[CH:20]=[CH:19][N:18]=[CH:17][C:16]=2[N+:21]([O-:23])=[O:22])[CH2:12][C@H:11]([CH3:24])[C@@:10]1([CH2:26][OH:27])[OH:25])([C:4]([CH3:7])([CH3:6])[CH3:5])([CH3:3])[CH3:2].CC(OI1(OC(C)=O)(OC(C)=O)OC(=O)C2C1=CC=CC=2)=O. (3) Given the product [C:1]([NH:4][C@@H:5]1[C@@H:10]([O:11][C:12](=[O:14])[CH3:13])[C@H:9]([O:15][C:16](=[O:18])[CH3:17])[C@@H:8]([CH2:19][O:20][C:21](=[O:23])[CH3:22])[O:7][C@H:6]1[O:24][C@@H:25]1[C@H:34]([O:35][CH2:36][C:37]2[CH:42]=[CH:41][CH:40]=[CH:39][CH:38]=2)[C@@H:33]([O:43][CH2:44][C:45]2[CH:50]=[CH:49][CH:48]=[CH:47][CH:46]=2)[C@H:32]([CH3:51])[O:31][C@H:26]1[OH:27])(=[O:3])[CH3:2], predict the reactants needed to synthesize it. The reactants are: [C:1]([NH:4][C@@H:5]1[C@@H:10]([O:11][C:12](=[O:14])[CH3:13])[C@H:9]([O:15][C:16](=[O:18])[CH3:17])[C@@H:8]([CH2:19][O:20][C:21](=[O:23])[CH3:22])[O:7][C@H:6]1[O:24][C@@H:25]1[C@H:34]([O:35][CH2:36][C:37]2[CH:42]=[CH:41][CH:40]=[CH:39][CH:38]=2)[C@@H:33]([O:43][CH2:44][C:45]2[CH:50]=[CH:49][CH:48]=[CH:47][CH:46]=2)[C@H:32]([CH3:51])[O:31][C@H:26]1[O:27]CC=C)(=[O:3])[CH3:2]. (4) Given the product [CH3:23][C:17]1[CH:18]=[C:19]([CH3:22])[CH:20]=[CH:21][C:16]=1[N:13]1[CH2:14][CH2:15][N:10]([C:8]([C:5]2[CH:6]=[CH:7][C:2]([N:28]3[CH2:32][CH2:31][CH2:30][C:29]3=[O:33])=[CH:3][C:4]=2[S:24]([CH3:27])(=[O:26])=[O:25])=[O:9])[CH2:11][CH2:12]1, predict the reactants needed to synthesize it. The reactants are: Br[C:2]1[CH:7]=[CH:6][C:5]([C:8]([N:10]2[CH2:15][CH2:14][N:13]([C:16]3[CH:21]=[CH:20][C:19]([CH3:22])=[CH:18][C:17]=3[CH3:23])[CH2:12][CH2:11]2)=[O:9])=[C:4]([S:24]([CH3:27])(=[O:26])=[O:25])[CH:3]=1.[NH:28]1[CH2:32][CH2:31][CH2:30][C:29]1=[O:33]. (5) Given the product [Br:1][C:2]1[CH:3]=[N:4][N:5]2[CH:10]=[CH:9][C:8]([N:16]3[C@@H:15]([CH:12]([CH3:14])[CH3:13])[CH2:19][O:18][C:17]3=[O:20])=[N:7][C:6]=12, predict the reactants needed to synthesize it. The reactants are: [Br:1][C:2]1[CH:3]=[N:4][N:5]2[CH:10]=[CH:9][C:8](Cl)=[N:7][C:6]=12.[CH:12]([C@H:15]1[CH2:19][O:18][C:17](=[O:20])[NH:16]1)([CH3:14])[CH3:13].[H-].[Na+].[NH4+].[Cl-]. (6) Given the product [CH3:17][C@H:13]1[CH2:14][CH2:15][CH2:16][N:12]1[CH2:11][C@@H:9]1[CH2:10][C@H:8]1[C:5]1[CH:6]=[CH:7][C:2]([N:19]2[C:20](=[O:24])[CH:21]=[CH:22][CH:23]=[N:18]2)=[CH:3][CH:4]=1, predict the reactants needed to synthesize it. The reactants are: Br[C:2]1[CH:7]=[CH:6][C:5]([C@@H:8]2[CH2:10][C@H:9]2[CH2:11][N:12]2[CH2:16][CH2:15][CH2:14][C@@H:13]2[CH3:17])=[CH:4][CH:3]=1.[N:18]1[NH:19][C:20](=[O:24])[CH:21]=[CH:22][CH:23]=1.CN[C@@H]1CCCC[C@H]1NC.P([O-])([O-])([O-])=O.[K+].[K+].[K+]. (7) Given the product [ClH:30].[CH:13]1([C:11]2[C:10]([CH2:16][N:17]3[CH2:22][CH2:21][O:20][C@H:19]([CH2:23][C:24]4[CH:29]=[CH:28][C:27]([Cl:30])=[C:26]([Cl:31])[CH:25]=4)[CH2:18]3)=[CH:9][C:8]([F:32])=[C:7]([CH:12]=2)[C:6]([OH:33])=[O:5])[CH2:15][CH2:14]1, predict the reactants needed to synthesize it. The reactants are: C([O:5][C:6](=[O:33])[C:7]1[CH:12]=[C:11]([CH:13]2[CH2:15][CH2:14]2)[C:10]([CH2:16][N:17]2[CH2:22][CH2:21][O:20][C@H:19]([CH2:23][C:24]3[CH:29]=[CH:28][C:27]([Cl:30])=[C:26]([Cl:31])[CH:25]=3)[CH2:18]2)=[CH:9][C:8]=1[F:32])(C)(C)C.Cl. (8) Given the product [F:1][C:2]1[CH:26]=[CH:25][CH:24]=[C:23]([F:27])[C:3]=1[O:4][C:5]1[CH:6]=[N:7][N:8]([CH:12]([CH2:16][CH:17]2[CH2:22][CH2:21][O:20][CH2:19][CH2:18]2)[C:13]([NH:28][C:29]2[CH:33]=[C:32]([CH3:34])[N:31]([CH2:35][CH:36]([O:38][C:39](=[O:41])[CH3:40])[CH3:37])[N:30]=2)=[O:15])[C:9](=[O:11])[CH:10]=1, predict the reactants needed to synthesize it. The reactants are: [F:1][C:2]1[CH:26]=[CH:25][CH:24]=[C:23]([F:27])[C:3]=1[O:4][C:5]1[CH:6]=[N:7][N:8]([CH:12]([CH2:16][CH:17]2[CH2:22][CH2:21][O:20][CH2:19][CH2:18]2)[C:13]([OH:15])=O)[C:9](=[O:11])[CH:10]=1.[NH2:28][C:29]1[CH:33]=[C:32]([CH3:34])[N:31]([CH2:35][CH:36]([O:38][C:39](=[O:41])[CH3:40])[CH3:37])[N:30]=1. (9) Given the product [CH3:40][C:35]1([CH3:41])[C:36]([CH3:39])([CH3:38])[O:37][B:33]([C:2]2[CH:3]=[CH:4][C:5]3[C:14]4[C:9](=[CH:10][C:11]([C:15]5[NH:19][C:18]([CH:20]6[CH2:24][CH2:23][CH2:22][N:21]6[C:25]([O:27][C:28]([CH3:31])([CH3:30])[CH3:29])=[O:26])=[N:17][CH:16]=5)=[CH:12][CH:13]=4)[O:8][CH2:7][C:6]=3[CH:32]=2)[O:34]1, predict the reactants needed to synthesize it. The reactants are: Cl[C:2]1[CH:3]=[CH:4][C:5]2[C:14]3[C:9](=[CH:10][C:11]([C:15]4[NH:19][C:18]([C@@H:20]5[CH2:24][CH2:23][CH2:22][N:21]5[C:25]([O:27][C:28]([CH3:31])([CH3:30])[CH3:29])=[O:26])=[N:17][CH:16]=4)=[CH:12][CH:13]=3)[O:8][CH2:7][C:6]=2[CH:32]=1.[B:33]1([B:33]2[O:37][C:36]([CH3:39])([CH3:38])[C:35]([CH3:41])([CH3:40])[O:34]2)[O:37][C:36]([CH3:39])([CH3:38])[C:35]([CH3:41])([CH3:40])[O:34]1.C([O-])(=O)C.[K+]. (10) Given the product [CH3:9][O:8][C:6]1[CH:7]=[C:2]2[C:3]([C:10]([OH:12])=[CH:11][N:13]=[N:1]2)=[CH:4][CH:5]=1, predict the reactants needed to synthesize it. The reactants are: [NH2:1][C:2]1[CH:7]=[C:6]([O:8][CH3:9])[CH:5]=[CH:4][C:3]=1[C:10](=[O:12])[CH3:11].[N:13]([O-])=O.[Na+].